Dataset: Experimentally validated miRNA-target interactions with 360,000+ pairs, plus equal number of negative samples. Task: Binary Classification. Given a miRNA mature sequence and a target amino acid sequence, predict their likelihood of interaction. (1) The miRNA is mmu-miR-187-3p with sequence UCGUGUCUUGUGUUGCAGCCGG. The protein sequence of the target gene is MKEKSKNAARTRREKENSEFYELAKLLPLPSAITSQLDKASIIRLTTSYLKMRVVFPEGLGEAWGHTSRTSPLDNVGRELGSHLLQTLDGFIFVVAPDGKIMYISETASVHLGLSQVELTGNSIYEYIHPADHDEMTAVLTAHQPYHSHFVQEYEIERSFFLRMKCVLAKRNAGLTCGGYKVIHCSGYLKIRQYSLDMSPFDGCYQNVGLVAVGHSLPPSAVTEIKLHSNMFMFRASLDMKLIFLDSRVAELTGYEPQDLIEKTLYHHVHGCDTFHLRCAHHLLLVKGQVTTKYYRFLAK.... Result: 0 (no interaction). (2) The miRNA is mmu-miR-466a-5p with sequence UAUGUGUGUGUACAUGUACAUA. The protein sequence of the target gene is MRQDKLTGSLRRGGRCLKRQGGGGVGTILSNVLKKRSCISRTAPRLLCTLEPGVDTKLKFTLEPSLGQNGFQQWYDALKAVARLSTGIPKEWRRKVWLTLADHYLHSIAIDWDKTMRFTFNERSNPDDDSMGIQIVKDLHRTGCSSYCGQEAEQDRVVLKRVLLAYARWNKNVGYCQGFNILAALILEVMEGNEGDALKIMIYLIDKVLPESYFVNNLRALSVDMAVFRDLLRLKLPELSQHLDTLQRTANKESGGGYEPPLTNVFTMQWFLTLFATCLPNHTVLKIWDSVFFEGSEIIL.... Result: 0 (no interaction).